From a dataset of Forward reaction prediction with 1.9M reactions from USPTO patents (1976-2016). Predict the product of the given reaction. (1) The product is: [Br:12][C:13]1[CH:20]=[CH:19][C:16]([CH2:17][C@:5]([NH2:4])([CH:6]([CH3:8])[CH3:7])[C:9]([OH:11])=[O:10])=[CH:15][CH:14]=1. Given the reactants C[O-].[Na+].[NH2:4][C@H:5]([C:9]([OH:11])=[O:10])[CH:6]([CH3:8])[CH3:7].[Br:12][C:13]1[CH:20]=[CH:19][C:16]([CH:17]=O)=[CH:15][CH:14]=1.B.[Na], predict the reaction product. (2) The product is: [C:24]([O:27][C:28]([N:30]1[CH2:35][CH2:34][CH:33]([CH2:36][CH2:37][N:13]2[CH2:14][CH2:15][CH:10]([C:7]3[CH:6]=[CH:5][C:4]([S:3][CH3:2])=[CH:9][CH:8]=3)[CH2:11][CH2:12]2)[CH2:32][CH2:31]1)=[O:29])([CH3:26])([CH3:25])[CH3:23]. Given the reactants Cl.[CH3:2][S:3][C:4]1[CH:9]=[CH:8][C:7]([CH:10]2[CH2:15][CH2:14][NH:13][CH2:12][CH2:11]2)=[CH:6][CH:5]=1.CCN(CC)CC.[CH3:23][C:24]([O:27][C:28]([N:30]1[CH2:35][CH2:34][CH:33]([CH2:36][CH:37]=O)[CH2:32][CH2:31]1)=[O:29])([CH3:26])[CH3:25].[BH4-].[Na+], predict the reaction product. (3) Given the reactants Br[C:2]1[CH:12]=[C:11]([Cl:13])[C:5]2[O:6][CH2:7][C:8](=[O:10])[NH:9][C:4]=2[CH:3]=1.[CH:14]([O:16]CCCCO)=[CH2:15].C([O-])([O-])=O.[K+].[K+].CN(C=O)C, predict the reaction product. The product is: [C:14]([C:2]1[CH:12]=[C:11]([Cl:13])[C:5]2[O:6][CH2:7][C:8](=[O:10])[NH:9][C:4]=2[CH:3]=1)(=[O:16])[CH3:15]. (4) Given the reactants C([O:3][C:4](=[O:24])[CH2:5][CH:6]1[O:10][B:9]([OH:11])[C:8]2[CH:12]=[C:13]([O:17][C:18]3[N:19]=[N:20][CH:21]=[CH:22][CH:23]=3)[CH:14]=[C:15]([CH3:16])[C:7]1=2)C.[Li+].[OH-].Cl, predict the reaction product. The product is: [OH:11][B:9]1[C:8]2[CH:12]=[C:13]([O:17][C:18]3[N:19]=[N:20][CH:21]=[CH:22][CH:23]=3)[CH:14]=[C:15]([CH3:16])[C:7]=2[CH:6]([CH2:5][C:4]([OH:24])=[O:3])[O:10]1. (5) Given the reactants [NH2:1][C:2]1[S:3][C@:4]2([CH2:31]O)[C@H:6]([C@:7]([C:10]3[CH:15]=[C:14]([NH:16][C:17]4[C:18]5[N:26]=[CH:25][C:24]([O:27][CH3:28])=[CH:23][C:19]=5[N:20]=[CH:21][N:22]=4)[CH:13]=[C:12]([F:29])[C:11]=3[F:30])([CH3:9])[N:8]=1)[CH2:5]2.C(N(S(F)(F)[F:39])CC)C.COCCN(S(F)(F)F)CCOC, predict the reaction product. The product is: [F:30][C:11]1[C:12]([F:29])=[CH:13][C:14]([NH:16][C:17]2[C:18]3[N:26]=[CH:25][C:24]([O:27][CH3:28])=[CH:23][C:19]=3[N:20]=[CH:21][N:22]=2)=[CH:15][C:10]=1[C@:7]1([CH3:9])[C@H:6]2[C@:4]([CH2:31][F:39])([CH2:5]2)[S:3][C:2]([NH2:1])=[N:8]1. (6) Given the reactants [CH2:1]([C:8]1([C:21]([O:23][CH3:24])=[O:22])[CH2:13][CH2:12][N:11](C(OC(C)(C)C)=O)[CH2:10][CH2:9]1)[C:2]1[CH:7]=[CH:6][CH:5]=[CH:4][CH:3]=1, predict the reaction product. The product is: [CH2:1]([C:8]1([C:21]([O:23][CH3:24])=[O:22])[CH2:9][CH2:10][NH:11][CH2:12][CH2:13]1)[C:2]1[CH:3]=[CH:4][CH:5]=[CH:6][CH:7]=1. (7) Given the reactants [F:1][C:2]1([F:17])[O:6][C:5]2[CH:7]=[CH:8][C:9]([C:11]3([C:14](Cl)=[O:15])[CH2:13][CH2:12]3)=[CH:10][C:4]=2[O:3]1.C(N(CC)CC)C.[Br:25][C:26]1[N:31]=[C:30]([NH2:32])[CH:29]=[CH:28][C:27]=1[Cl:33], predict the reaction product. The product is: [Br:25][C:26]1[N:31]=[C:30]([NH:32][C:14]([C:11]2([C:9]3[CH:8]=[CH:7][C:5]4[O:6][C:2]([F:17])([F:1])[O:3][C:4]=4[CH:10]=3)[CH2:13][CH2:12]2)=[O:15])[CH:29]=[CH:28][C:27]=1[Cl:33].